The task is: Predict the reaction yield, written as a fraction of the theoretical maximum amount of product (1.0 means a 100% yield; for example, 0.34 means a 34% yield).. This data is from Reaction yield outcomes from USPTO patents with 853,638 reactions. (1) The yield is 0.910. The reactants are NC1C=C(C)C2C(=CC3C(C=2)=CC=CC=3)C=1C#N.[C:19]([C:21]1[CH:26]=[CH:25][C:24]([CH3:27])=[CH:23][C:22]=1[NH:28][C:29](=O)[C:30]1[CH:35]=[CH:34][CH:33]=[CH:32][C:31]=1[O:36][CH3:37])#[N:20].C[O:40]C1C(C(Cl)=O)=CC=CC=1. The product is [CH3:37][O:36][C:31]1[CH:32]=[CH:33][CH:34]=[CH:35][C:30]=1[C:29]1[NH:20][C:19](=[O:40])[C:21]2[C:22](=[CH:23][C:24]([CH3:27])=[CH:25][CH:26]=2)[N:28]=1. The catalyst is N1C=CC=CC=1. (2) The reactants are [NH2:1][C:2]1[C:3]2[N:4]([C:8]([C@@H:25]3[CH2:30][CH2:29][CH2:28][CH2:27][NH:26]3)=[N:9][C:10]=2[C:11]2[CH:24]=[CH:23][C:14]([C:15]([NH:17][C:18]3[CH:22]=[CH:21][O:20][N:19]=3)=[O:16])=[CH:13][CH:12]=2)[CH:5]=[CH:6][N:7]=1.[C:31](O)(=[O:35])[C:32]#[C:33][CH3:34]. No catalyst specified. The product is [NH2:1][C:2]1[C:3]2[N:4]([C:8]([C@@H:25]3[CH2:30][CH2:29][CH2:28][CH2:27][N:26]3[C:31](=[O:35])[C:32]#[C:33][CH3:34])=[N:9][C:10]=2[C:11]2[CH:12]=[CH:13][C:14]([C:15]([NH:17][C:18]3[CH:22]=[CH:21][O:20][N:19]=3)=[O:16])=[CH:23][CH:24]=2)[CH:5]=[CH:6][N:7]=1. The yield is 0.0660. (3) The reactants are [F:1][C:2]1[CH:7]=[CH:6][C:5]([C@@:8]([NH:24][C:25]([NH:27][CH2:28][C:29]([F:32])([F:31])[F:30])=[O:26])([C:16]2[CH:21]=[C:20]([OH:22])[CH:19]=[C:18]([F:23])[CH:17]=2)[CH2:9][C:10]2[CH:15]=[CH:14][CH:13]=[CH:12][CH:11]=2)=[CH:4][C:3]=1[C:33]([F:36])([F:35])[F:34].I[CH2:38][C:39]([F:42])([F:41])[F:40].C([O-])([O-])=O.[K+].[K+]. The catalyst is CS(C)=O.CC#N. The product is [F:1][C:2]1[CH:7]=[CH:6][C:5]([C@@:8]([NH:24][C:25]([NH:27][CH2:28][C:29]([F:30])([F:31])[F:32])=[O:26])([C:16]2[CH:21]=[C:20]([O:22][CH2:38][C:39]([F:42])([F:41])[F:40])[CH:19]=[C:18]([F:23])[CH:17]=2)[CH2:9][C:10]2[CH:11]=[CH:12][CH:13]=[CH:14][CH:15]=2)=[CH:4][C:3]=1[C:33]([F:36])([F:34])[F:35]. The yield is 0.580. (4) The reactants are [CH3:1][C:2]1[O:3][C:4]([CH3:10])=[CH:5][C:6]=1[C:7](Cl)=[O:8].[BH4-].[Na+].Cl.O. The yield is 1.00. The product is [CH3:1][C:2]1[O:3][C:4]([CH3:10])=[CH:5][C:6]=1[CH2:7][OH:8]. The catalyst is O1CCCC1. (5) The reactants are [CH3:1][C:2]([C:4]1[CH:9]=[CH:8][CH:7]=[C:6]([Br:10])[CH:5]=1)=O.C[Si]([N:15]=[C:16]=[N:17][Si](C)(C)C)(C)C. The catalyst is C(Cl)Cl.[Ti](Cl)(Cl)(Cl)Cl. The product is [Br:10][C:6]1[CH:5]=[C:4]([C:2](=[N:17][C:16]#[N:15])[CH3:1])[CH:9]=[CH:8][CH:7]=1. The yield is 1.00.